From a dataset of Peptide-MHC class II binding affinity with 134,281 pairs from IEDB. Regression. Given a peptide amino acid sequence and an MHC pseudo amino acid sequence, predict their binding affinity value. This is MHC class II binding data. (1) The peptide sequence is KVSFEPIPIHYCAPAGFA. The MHC is HLA-DPA10103-DPB10401 with pseudo-sequence HLA-DPA10103-DPB10401. The binding affinity (normalized) is 0.504. (2) The peptide sequence is SMVGLFSNNPHDLPL. The MHC is H-2-IAb with pseudo-sequence H-2-IAb. The binding affinity (normalized) is 0. (3) The peptide sequence is VIPEPGQQRSIQDNQ. The MHC is HLA-DQA10102-DQB10501 with pseudo-sequence HLA-DQA10102-DQB10501. The binding affinity (normalized) is 0. (4) The peptide sequence is GELMIVDKIDAAFKI. The MHC is DRB1_0101 with pseudo-sequence DRB1_0101. The binding affinity (normalized) is 0.447. (5) The peptide sequence is QQIKFAALSARAVAL. The MHC is HLA-DPA10201-DPB11401 with pseudo-sequence HLA-DPA10201-DPB11401. The binding affinity (normalized) is 0.667. (6) The peptide sequence is AAATAGTTVYGFFAA. The binding affinity (normalized) is 0.581. The MHC is HLA-DQA10501-DQB10301 with pseudo-sequence HLA-DQA10501-DQB10301. (7) The MHC is DRB3_0202 with pseudo-sequence DRB3_0202. The peptide sequence is FPDRASIIRLVGAVL. The binding affinity (normalized) is 0.157. (8) The peptide sequence is GELQIVDKIDAALKI. The MHC is DRB4_0101 with pseudo-sequence DRB4_0103. The binding affinity (normalized) is 0.775.